This data is from Peptide-MHC class I binding affinity with 185,985 pairs from IEDB/IMGT. The task is: Regression. Given a peptide amino acid sequence and an MHC pseudo amino acid sequence, predict their binding affinity value. This is MHC class I binding data. (1) The peptide sequence is GEGPGINPI. The MHC is HLA-A03:01 with pseudo-sequence HLA-A03:01. The binding affinity (normalized) is 0.213. (2) The peptide sequence is SYTQMCDHRL. The MHC is HLA-A24:02 with pseudo-sequence HLA-A24:02. The binding affinity (normalized) is 0.518. (3) The peptide sequence is MSPCRMFSF. The MHC is HLA-B15:01 with pseudo-sequence HLA-B15:01. The binding affinity (normalized) is 0.736. (4) The peptide sequence is LSSQMTSTF. The MHC is HLA-B15:01 with pseudo-sequence HLA-B15:01. The binding affinity (normalized) is 0.873. (5) The peptide sequence is FPASHMATY. The MHC is HLA-B58:01 with pseudo-sequence HLA-B58:01. The binding affinity (normalized) is 0.0847. (6) The peptide sequence is RGGCIHSRI. The MHC is Mamu-B3901 with pseudo-sequence Mamu-B3901. The binding affinity (normalized) is 0.139. (7) The peptide sequence is PVLEKKVCAI. The MHC is HLA-A02:01 with pseudo-sequence HLA-A02:01. The binding affinity (normalized) is 0.323. (8) The peptide sequence is ISPRTLNAW. The MHC is HLA-B45:01 with pseudo-sequence HLA-B45:01. The binding affinity (normalized) is 0. (9) The peptide sequence is QIIEQLIKK. The MHC is HLA-A31:01 with pseudo-sequence HLA-A31:01. The binding affinity (normalized) is 0.101. (10) The peptide sequence is YNFTLVATV. The MHC is HLA-A68:02 with pseudo-sequence HLA-A68:02. The binding affinity (normalized) is 0.652.